From a dataset of Forward reaction prediction with 1.9M reactions from USPTO patents (1976-2016). Predict the product of the given reaction. (1) Given the reactants [Cl:1][C:2]1[CH:6]=[CH:5][S:4][C:3]=1[C:7]([NH:9][NH:10][C:11](=[O:22])C1C=CC(C(F)(F)F)=CC=1)=O.ClC1C=CSC=1C(NN)=O.[F:33][C:34]([F:45])([F:44])[C:35]1[CH:43]=[CH:42][C:38](C(Cl)=O)=[CH:37][CH:36]=1.O, predict the reaction product. The product is: [Cl:1][C:2]1[CH:6]=[CH:5][S:4][C:3]=1[C:7]1[O:22][CH2:11][N:10]([C:38]2[CH:37]=[CH:36][C:35]([C:34]([F:33])([F:44])[F:45])=[CH:43][CH:42]=2)[N:9]=1. (2) Given the reactants [Cl:1][C:2]1[CH:19]=[CH:18][C:5]([CH2:6][O:7][C:8]([N:10]2[CH2:15][CH2:14][CH:13]([CH2:16][NH2:17])[CH2:12][CH2:11]2)=[O:9])=[CH:4][CH:3]=1.Cl[C:21]1[N:26]=[CH:25][C:24]([F:27])=[CH:23][N:22]=1.C(N(CC)CC)C, predict the reaction product. The product is: [Cl:1][C:2]1[CH:19]=[CH:18][C:5]([CH2:6][O:7][C:8]([N:10]2[CH2:15][CH2:14][CH:13]([CH2:16][NH:17][C:21]3[N:26]=[CH:25][C:24]([F:27])=[CH:23][N:22]=3)[CH2:12][CH2:11]2)=[O:9])=[CH:4][CH:3]=1. (3) Given the reactants C([O:4][CH2:5][C:6]1[C:11](B2OC(C)(C)C(C)(C)O2)=[CH:10][C:9]([F:21])=[CH:8][C:7]=1[N:22]1[C:34](=[O:35])[C:33]2[S:32][C:31]3[CH2:30][CH2:29][CH2:28][CH2:27][C:26]=3[C:25]=2[CH:24]=[N:23]1)(=O)C.Cl[C:37]1[CH:38]=[C:39]([NH:46][C:47]2[CH:52]=[CH:51][C:50]([N:53]3[CH2:58][CH2:57][N:56]([CH:59]4[CH2:62][O:61][CH2:60]4)[CH2:55][CH2:54]3)=[CH:49][N:48]=2)[C:40]2[N:41]([CH:43]=[CH:44][N:45]=2)[N:42]=1.C1(P(C2CCCCC2)C2CCCCC2)CCCCC1.C([O-])([O-])=O.[Cs+].[Cs+], predict the reaction product. The product is: [F:21][C:9]1[CH:10]=[C:11]([C:37]2[CH:38]=[C:39]([NH:46][C:47]3[CH:52]=[CH:51][C:50]([N:53]4[CH2:58][CH2:57][N:56]([CH:59]5[CH2:62][O:61][CH2:60]5)[CH2:55][CH2:54]4)=[CH:49][N:48]=3)[C:40]3[N:41]([CH:43]=[CH:44][N:45]=3)[N:42]=2)[C:6]([CH2:5][OH:4])=[C:7]([N:22]2[C:34](=[O:35])[C:33]3[S:32][C:31]4[CH2:30][CH2:29][CH2:28][CH2:27][C:26]=4[C:25]=3[CH:24]=[N:23]2)[CH:8]=1. (4) Given the reactants [NH:1]1[CH2:6][CH2:5][O:4][CH2:3][CH2:2]1.Br[CH2:8][CH2:9][CH2:10][CH2:11][O:12][C:13]1[CH:14]=[C:15]([N:19]2[C:23]3[CH:24]=[CH:25][CH:26]=[CH:27][C:22]=3[C:21](=[N:28][C:29]3[CH:34]=[CH:33][CH:32]=[C:31]([C:35]([F:38])([F:37])[F:36])[CH:30]=3)[C:20]2=[O:39])[CH:16]=[CH:17][CH:18]=1, predict the reaction product. The product is: [N:1]1([CH2:8][CH2:9][CH2:10][CH2:11][O:12][C:13]2[CH:14]=[C:15]([N:19]3[C:23]4[CH:24]=[CH:25][CH:26]=[CH:27][C:22]=4[C:21](=[N:28][C:29]4[CH:34]=[CH:33][CH:32]=[C:31]([C:35]([F:38])([F:36])[F:37])[CH:30]=4)[C:20]3=[O:39])[CH:16]=[CH:17][CH:18]=2)[CH2:6][CH2:5][O:4][CH2:3][CH2:2]1. (5) Given the reactants CCN(C(C)C)C(C)C.[OH:10][C:11]1[CH:12]=[CH:13][CH:14]=[C:15]2[C:20]=1[O:19][C:18](=[O:21])[C:17]([C:22]([OH:24])=O)=[CH:16]2.CN(C(ON1N=NC2C=CC=NC1=2)=[N+](C)C)C.F[P-](F)(F)(F)(F)F.[CH3:49][O:50][C:51]1[CH:56]=[CH:55][C:54]([C:57]2[CH:62]=[CH:61][CH:60]=[C:59]([NH2:63])[CH:58]=2)=[CH:53][C:52]=1[CH3:64], predict the reaction product. The product is: [CH3:49][O:50][C:51]1[CH:56]=[CH:55][C:54]([C:57]2[CH:62]=[CH:61][CH:60]=[C:59]([NH:63][C:22]([C:17]3[C:18](=[O:21])[O:19][C:20]4[C:15]([CH:16]=3)=[CH:14][CH:13]=[CH:12][C:11]=4[OH:10])=[O:24])[CH:58]=2)=[CH:53][C:52]=1[CH3:64]. (6) Given the reactants [CH2:1]([C:3]1[C:8](=[O:9])[NH:7][C:6]([CH3:10])=[C:5]([C:11]2[O:15][C:14]([S:16]([Cl:19])(=[O:18])=[O:17])=[CH:13][CH:12]=2)[CH:4]=1)[CH3:2].[N:20]1[CH:25]=[CH:24][CH:23]=[CH:22][C:21]=1[CH2:26][NH2:27], predict the reaction product. The product is: [ClH:19].[N:20]1[CH:25]=[CH:24][CH:23]=[CH:22][C:21]=1[CH2:26][NH:27][S:16]([C:14]1[O:15][C:11]([C:5]2[CH:4]=[C:3]([CH2:1][CH3:2])[C:8](=[O:9])[NH:7][C:6]=2[CH3:10])=[CH:12][CH:13]=1)(=[O:18])=[O:17]. (7) Given the reactants C([Si](C)(C)[O:6][CH2:7][C:8]([CH3:34])([C:28]1[NH:32][C:31]([CH3:33])=[N:30][N:29]=1)[C:9]#[C:10][C:11]1[CH:12]=[CH:13][C:14]2[O:23][CH2:22][CH2:21][N:20]3[C:16](=[N:17][C:18]([C:24]([NH2:26])=[O:25])=[CH:19]3)[C:15]=2[CH:27]=1)(C)(C)C.CCCC[N+](CCCC)(CCCC)CCCC.[F-], predict the reaction product. The product is: [OH:6][CH2:7][C:8]([CH3:34])([C:28]1[NH:32][C:31]([CH3:33])=[N:30][N:29]=1)[C:9]#[C:10][C:11]1[CH:12]=[CH:13][C:14]2[O:23][CH2:22][CH2:21][N:20]3[C:16](=[N:17][C:18]([C:24]([NH2:26])=[O:25])=[CH:19]3)[C:15]=2[CH:27]=1. (8) Given the reactants [CH2:1]([C:3]1[S:29][C:6]2[N:7]([CH2:13][C:14]3[CH:19]=[CH:18][C:17]([C:20]4[C:21]([C:26]#[N:27])=[CH:22][CH:23]=[CH:24][CH:25]=4)=[CH:16][C:15]=3[F:28])[C:8](=[O:12])[NH:9][C:10](=[O:11])[C:5]=2[CH:4]=1)[CH3:2].[CH3:30][C:31]1([CH3:43])[CH2:35][C:34]2[CH:36]=[C:37](B(O)O)[CH:38]=[CH:39][C:33]=2[O:32]1.C(N(CC)CC)C.N1C=CC=CC=1, predict the reaction product. The product is: [CH3:30][C:31]1([CH3:43])[CH2:35][C:34]2[CH:36]=[C:37]([N:9]3[C:10](=[O:11])[C:5]4[CH:4]=[C:3]([CH2:1][CH3:2])[S:29][C:6]=4[N:7]([CH2:13][C:14]4[CH:19]=[CH:18][C:17]([C:20]5[C:21]([C:26]#[N:27])=[CH:22][CH:23]=[CH:24][CH:25]=5)=[CH:16][C:15]=4[F:28])[C:8]3=[O:12])[CH:38]=[CH:39][C:33]=2[O:32]1. (9) Given the reactants C(OC(C(F)(F)F)=O)(C(F)(F)F)=[O:2].[Cl:14][C:15]1[CH:20]=[C:19]([N+:21]([O-:23])=[O:22])[CH:18]=[CH:17][N:16]=1.OO.NC(N)=O, predict the reaction product. The product is: [Cl:14][C:15]1[CH:20]=[C:19]([N+:21]([O-:23])=[O:22])[CH:18]=[CH:17][N+:16]=1[O-:2]. (10) Given the reactants [NH2:1][C:2]1[C:10]2[C:5](=[CH:6][CH:7]=[C:8]([N+:11]([O-:13])=[O:12])[CH:9]=2)[N:4]([C:14]2[CH:19]=[CH:18][C:17]([O:20][C:21]3[CH:26]=[CH:25][CH:24]=[CH:23][CH:22]=3)=[CH:16][CH:15]=2)[C:3]=1[C:27]#[N:28].[OH-:29].[Na+], predict the reaction product. The product is: [NH2:1][C:2]1[C:10]2[C:5](=[CH:6][CH:7]=[C:8]([N+:11]([O-:13])=[O:12])[CH:9]=2)[N:4]([C:14]2[CH:15]=[CH:16][C:17]([O:20][C:21]3[CH:26]=[CH:25][CH:24]=[CH:23][CH:22]=3)=[CH:18][CH:19]=2)[C:3]=1[C:27]([NH2:28])=[O:29].